Task: Predict the product of the given reaction.. Dataset: Forward reaction prediction with 1.9M reactions from USPTO patents (1976-2016) (1) Given the reactants [C:1]1([S:7]([N:10]2[C:18]3[C:13](=[CH:14][CH:15]=[C:16]([S:19]([N:22]4[CH2:27][C:26](=[O:28])[N:25]([CH2:29][CH:30]5[CH2:35][CH2:34][N:33]([C:36]6[CH:41]=[CH:40][C:39](=[O:42])[N:38]([CH3:43])[N:37]=6)[CH2:32][CH2:31]5)[CH:24]([C:44](O)=[O:45])[CH2:23]4)(=[O:21])=[O:20])[CH:17]=3)[C:12]([Cl:47])=[CH:11]2)(=[O:9])=[O:8])[CH:6]=[CH:5][CH:4]=[CH:3][CH:2]=1.ClC1C2C(=CC(S(N3CC(=O)N(CC4CCN(C5C=CC(=O)N(C)N=5)CC4)C(C(O)=O)C3)(=O)=O)=CC=2)NC=1.C(N(CC)CC)C.ClC(OCC(C)C)=O.[BH4-].[Na+], predict the reaction product. The product is: [C:1]1([S:7]([N:10]2[C:18]3[C:13](=[CH:14][CH:15]=[C:16]([S:19]([N:22]4[CH2:27][C:26](=[O:28])[N:25]([CH2:29][CH:30]5[CH2:35][CH2:34][N:33]([C:36]6[CH:41]=[CH:40][C:39](=[O:42])[N:38]([CH3:43])[N:37]=6)[CH2:32][CH2:31]5)[CH:24]([CH2:44][OH:45])[CH2:23]4)(=[O:20])=[O:21])[CH:17]=3)[C:12]([Cl:47])=[CH:11]2)(=[O:9])=[O:8])[CH:6]=[CH:5][CH:4]=[CH:3][CH:2]=1. (2) Given the reactants [CH3:1][C@@H:2]1[O:7][C@@H:6]([O:8][C@@H:9]2[C:14]3=[C:15]([OH:32])[C:16]4[C:28](=[O:29])[C:27]5[C:22](=[CH:23][CH:24]=[CH:25][C:26]=5[O:30][CH3:31])[C:20](=[O:21])[C:17]=4[C:18]([OH:19])=[C:13]3[CH2:12][C@@:11]([OH:37])([C:33]([CH2:35][OH:36])=[O:34])[CH2:10]2)[CH2:5][C@H:4]([NH2:38])[C@@H:3]1[OH:39].Cl.CN(CCN(C)C)C.Cl, predict the reaction product. The product is: [CH3:1][C@@H:2]1[O:7][C@@H:6]([O:8][C@@H:9]2[C:14]3=[C:15]([OH:32])[C:16]4[C:28](=[O:29])[C:27]5[C:22](=[CH:23][CH:24]=[CH:25][C:26]=5[O:30][CH3:31])[C:20](=[O:21])[C:17]=4[C:18]([OH:19])=[C:13]3[CH2:12][C@@:11]([OH:37])([C:33]([CH2:35][OH:36])=[O:34])[CH2:10]2)[CH2:5][C@H:4]([NH2:38])[C@@H:3]1[OH:39]. (3) Given the reactants [CH3:1][O:2][C:3]1[CH:4]=[C:5]([CH2:23][C:24]([O:26][CH2:27][CH3:28])=[O:25])[CH:6]=[CH:7][C:8]=1[O:9][C:10]1[C:11]([N+:20]([O-:22])=[O:21])=[C:12]2[C:16](=[CH:17][CH:18]=1)[NH:15][C:14]([CH3:19])=[CH:13]2.IC.[C:31](=O)([O-])[O-].[Cs+].[Cs+].C(O)(=O)CC(CC(O)=O)(C(O)=O)O, predict the reaction product. The product is: [CH3:31][N:15]1[C:16]2[C:12](=[C:11]([N+:20]([O-:22])=[O:21])[C:10]([O:9][C:8]3[CH:7]=[CH:6][C:5]([CH2:23][C:24]([O:26][CH2:27][CH3:28])=[O:25])=[CH:4][C:3]=3[O:2][CH3:1])=[CH:18][CH:17]=2)[CH:13]=[C:14]1[CH3:19]. (4) Given the reactants [CH2:1]([NH:8][C:9]1[C:18]([CH2:19]O)=[CH:17][C:16]2[C:11](=[CH:12][CH:13]=[C:14]([O:21][CH3:22])[CH:15]=2)[N:10]=1)[C:2]1[CH:7]=[CH:6][CH:5]=[CH:4][CH:3]=1.O=S(Cl)[Cl:25], predict the reaction product. The product is: [ClH:25].[CH2:1]([NH:8][C:9]1[C:18]([CH2:19][Cl:25])=[CH:17][C:16]2[C:11](=[CH:12][CH:13]=[C:14]([O:21][CH3:22])[CH:15]=2)[N:10]=1)[C:2]1[CH:7]=[CH:6][CH:5]=[CH:4][CH:3]=1. (5) Given the reactants [Cl-].[Ca+2].[Cl-].[OH:4][C:5]1[CH:24]=[CH:23][C:8]([CH2:9][NH:10][C:11](=[O:22])[C:12]2[CH:17]=[CH:16][C:15]([O:18][CH3:19])=[C:14]([O:20][CH3:21])[CH:13]=2)=[CH:7][CH:6]=1.[OH-].[K+].[CH3:27][N:28]([CH2:30][CH2:31]Cl)[CH3:29], predict the reaction product. The product is: [CH3:27][N:28]([CH2:30][CH2:31][O:4][C:5]1[CH:24]=[CH:23][C:8]([CH2:9][NH:10][C:11]([C:12]2[CH:17]=[CH:16][C:15]([O:18][CH3:19])=[C:14]([O:20][CH3:21])[CH:13]=2)=[O:22])=[CH:7][CH:6]=1)[CH3:29]. (6) Given the reactants C(OC([NH:8][C:9]1[CH:10]=[C:11]([CH:17]=[C:18]([O:20][CH3:21])[CH:19]=1)[C:12]([O:14][CH2:15][CH3:16])=[O:13])=O)(C)(C)C.C(O)(C(F)(F)F)=O, predict the reaction product. The product is: [NH2:8][C:9]1[CH:10]=[C:11]([CH:17]=[C:18]([O:20][CH3:21])[CH:19]=1)[C:12]([O:14][CH2:15][CH3:16])=[O:13].